Dataset: Experimentally validated miRNA-target interactions with 360,000+ pairs, plus equal number of negative samples. Task: Binary Classification. Given a miRNA mature sequence and a target amino acid sequence, predict their likelihood of interaction. (1) The miRNA is hsa-let-7b-5p with sequence UGAGGUAGUAGGUUGUGUGGUU. The protein sequence of the target gene is MGNLESAEGVPGEPPSVPLLLPPGKMPMPEPCELEERFALVLSSMNLPPDKARLLRQYDNEKKWDLICDQERFQVKNPPHTYIQKLQSFLDPSVTRKKFRRRVQESTKVLRELEISLRTNHIGWVREFLNDENKGLDVLVDYLSFAQCSVMFDFEGLESGDDGAFDKLRSWSRSIEDLQPPSALSAPFTNSLARSARQSVLRYSTLPGRRALKNSRLVSQKDDVHVCILCLRAIMNYQYGFNLVMSHPHAVNEIALSLNNKNPRTKALVLELLAAVCLVRGGHEIILAAFDNFKEVCKEL.... Result: 1 (interaction). (2) The protein sequence of the target gene is MSQTQDYECRSHNVDLPESRIPGSNTRLEWVEIIEPRTRERMYANLVTGECVWDPPAGVRIKRTSENQWWELFDPNTSRFYYYNASTQRTVWHRPQGCDIIPLAKLQTLKQNTESPRASAESSPGRGSSVSREGSTSSSLEPEPDTEKAQELPARAGRPAAFGTVKEDSGSSSPPGVFLEKDYEIYRDYSADGQLLHYRTSSLRWNSGAKERMLIKVADREPSFLAAQGNGYAPDGPPGVRSRRPSGSQHSPSLQTFAPEADGTIFFPERRPSPFLKRAELPGSSSPLLAQPRKPSGDSQ.... Result: 0 (no interaction). The miRNA is hsa-miR-323a-3p with sequence CACAUUACACGGUCGACCUCU. (3) The miRNA is mmu-miR-467g with sequence UAUACAUACACACACAUAUAU. The protein sequence of the target gene is MSAIFNFQSLLTVILLLICTCAYIRSLAPSILDRNKTGLLGIFWKCARIGERKSPYVAICCIVMAFSILFIQ. Result: 1 (interaction). (4) The miRNA is hsa-miR-519a-5p with sequence CUCUAGAGGGAAGCGCUUUCUG. The protein sequence of the target gene is MSKSKDDAPHELESQFILRLPPEYASTVRRAVQSGHVNLKDRLTIELHPDGRHGIVRVDRVPLASKLVDLPCVMESLKTIDKKTFYKTADICQMLVSTVDGDLYPPVEEPVASTDPKASKKKDKDKEKKFIWNHGITLPLKNVRKRRFRKTAKKKYIESPDVEKEVKRLLSTDAEAVSTRWEIIAEDETKEAENQGLDISSPGMSGHRQGHDSLEHDELREIFNDLSSSSEDEDETQHQDEEDINIIDTEEDLERQLQDKLNESDEQHQENEGTNQLVMGIQKQIDNMKGKLQETQDRAK.... Result: 1 (interaction). (5) The miRNA is hsa-miR-7111-3p with sequence AUCCUCUCUUCCCUCCUCCCAG. The protein sequence of the target gene is MEGERAPLLGSRRPAVSAASAVFAGRRAACGAVLLAELLERAAFYGVTANLVLFLNGAPFDWEGAQASQALLLFMGLTYLGSPFGGWLADARLGRARAILLSLALYLLGLLAFPLLAAPRSRSFLCGDPRPELVRNCSAPFPNGSASCPENAARRCAPATFAGLVLVGLGVATVKANITPFGADQVKDRGPEATRRFFNWFYWSINLGAILSLGGIAYIQQNVSFFTGYLIPTVCVAIAFLVFLCGQSVFITKPPDGSAFTDMFRILTYSCCSQRGGQRRSGEGLGVFQQSSKHSLFDSC.... Result: 0 (no interaction). (6) The miRNA is hsa-miR-5187-5p with sequence UGGGAUGAGGGAUUGAAGUGGA. The protein sequence of the target gene is MPGETEEPRPPEQQDQEGGEAAKAAPEEPQQRPPEAVAAAPAGTTSSRVLRGGRDRGRAAAAAAAAAVSRRRKAEYPRRRRSSPSARPPDVPGQQPQAAKSPSPVQGKKSPRLLCIEKVTTDKDPKEEKEEEDDSALPQEVSIAASRPSRGWRSSRTSVSRHRDTENTRSSRSKTGSLQLICKSEPNTDQLDYDVGEEHQSPGGISSEEEEEEEEEMLISEEEIPFKDDPRDETYKPHLERETPKPRRKSGKVKEEKEKKEIKVEVEVEVKEEENEIREDEEPPRKRGRRRKDDKSPRLP.... Result: 1 (interaction).